This data is from Reaction yield outcomes from USPTO patents with 853,638 reactions. The task is: Predict the reaction yield, written as a fraction of the theoretical maximum amount of product (1.0 means a 100% yield; for example, 0.34 means a 34% yield). (1) The reactants are CC(C)([O-])C.[K+].[Cl-].[CH3:8][O:9][CH2:10][P+](C1C=CC=CC=1)(C1C=CC=CC=1)C1C=CC=CC=1.[Br:30][C:31]1[CH:32]=[CH:33][C:34]([F:39])=[C:35]([CH:38]=1)[CH:36]=O.[Cl-].[NH4+]. The catalyst is C1COCC1. The product is [Br:30][C:31]1[CH:32]=[CH:33][C:34]([F:39])=[C:35]([CH:36]=[CH:8][O:9][CH3:10])[CH:38]=1. The yield is 0.900. (2) The reactants are [H-].[Na+].[CH2:3]([OH:6])[CH2:4][OH:5].[CH3:7][C:8]([Si:11](Cl)([C:18]1[CH:23]=[CH:22][CH:21]=[CH:20][CH:19]=1)[C:12]1[CH:17]=[CH:16][CH:15]=[CH:14][CH:13]=1)([CH3:10])[CH3:9]. The catalyst is C1COCC1. The product is [C:8]([Si:11]([C:18]1[CH:23]=[CH:22][CH:21]=[CH:20][CH:19]=1)([C:12]1[CH:13]=[CH:14][CH:15]=[CH:16][CH:17]=1)[O:5][CH2:4][CH2:3][OH:6])([CH3:10])([CH3:7])[CH3:9]. The yield is 0.833. (3) The reactants are [CH3:1][N:2]1[CH2:7][CH2:6][N:5]([C:8]2[CH:9]=[CH:10][C:11]([N+:15]([O-])=O)=[C:12]([CH:14]=2)[NH2:13])[CH2:4][CH2:3]1.Cl.C(O[C:22](=N)[CH2:23][C:24]([O:26][CH2:27][CH3:28])=[O:25])C.Cl.[OH-].[Na+]. No catalyst specified. The product is [CH2:27]([O:26][C:24](=[O:25])[CH2:23][C:22]1[NH:13][C:12]2[CH:14]=[C:8]([N:5]3[CH2:6][CH2:7][N:2]([CH3:1])[CH2:3][CH2:4]3)[CH:9]=[CH:10][C:11]=2[N:15]=1)[CH3:28]. The yield is 0.741. (4) The reactants are Cl.[NH:2]1[CH2:7][CH2:6][CH:5]([O:8][C:9]2[CH:16]=[CH:15][C:12]([C:13]#[N:14])=[CH:11][CH:10]=2)[CH2:4][CH2:3]1.[CH:17](=O)[C:18]1[CH:23]=[CH:22][CH:21]=[CH:20][CH:19]=1.C(O[BH-](OC(=O)C)OC(=O)C)(=O)C.[Na+]. The catalyst is C(Cl)Cl. The product is [CH2:17]([N:2]1[CH2:3][CH2:4][CH:5]([O:8][C:9]2[CH:16]=[CH:15][C:12]([C:13]#[N:14])=[CH:11][CH:10]=2)[CH2:6][CH2:7]1)[C:18]1[CH:23]=[CH:22][CH:21]=[CH:20][CH:19]=1. The yield is 0.950. (5) The reactants are [I-].[Na+].[C:3]([C:5]1[CH:6]=[C:7]([C:11]2[CH:23]=[CH:22][C:14]3[NH:15][C:16](=[O:21])[O:17][C:18]([CH3:20])([CH3:19])[C:13]=3[CH:12]=2)[CH:8]=[CH:9][CH:10]=1)#[CH:4].Cl[Si](C)(C)C.Cl.[C:30](#[N:32])C. The catalyst is O.CS(C)=O. The product is [CH3:19][C:18]1([CH3:20])[O:17][C:16](=[O:21])[NH:15][C:14]2[CH:22]=[CH:23][C:11]([C:7]3[CH:6]=[C:5]([C:3]#[C:4][C:30]#[N:32])[CH:10]=[CH:9][CH:8]=3)=[CH:12][C:13]1=2. The yield is 0.0460. (6) The reactants are Br[C:2]1[CH:3]=[C:4]([N:13]([C@H:16]2[CH2:21][CH2:20][C@H:19]([NH:22][C:23]([O:25][C:26]([CH3:29])([CH3:28])[CH3:27])=[O:24])[CH2:18][CH2:17]2)[CH2:14][CH3:15])[C:5]([CH3:12])=[C:6]([CH:11]=1)[C:7]([O:9][CH3:10])=[O:8].[OH:30][C:31]1[CH:36]=[CH:35][C:34](B(O)O)=[CH:33][CH:32]=1.C([O-])([O-])=O.[Na+].[Na+]. The catalyst is O1CCOCC1.O.CO.C(Cl)Cl.C1C=CC([P]([Pd]([P](C2C=CC=CC=2)(C2C=CC=CC=2)C2C=CC=CC=2)([P](C2C=CC=CC=2)(C2C=CC=CC=2)C2C=CC=CC=2)[P](C2C=CC=CC=2)(C2C=CC=CC=2)C2C=CC=CC=2)(C2C=CC=CC=2)C2C=CC=CC=2)=CC=1. The product is [C:26]([O:25][C:23]([NH:22][C@H:19]1[CH2:20][CH2:21][C@H:16]([N:13]([CH2:14][CH3:15])[C:4]2[C:5]([CH3:12])=[C:6]([C:7]([O:9][CH3:10])=[O:8])[CH:11]=[C:2]([C:34]3[CH:35]=[CH:36][C:31]([OH:30])=[CH:32][CH:33]=3)[CH:3]=2)[CH2:17][CH2:18]1)=[O:24])([CH3:28])([CH3:27])[CH3:29]. The yield is 0.923. (7) The reactants are [CH3:1][C:2]1[C:7]([CH3:8])=[CH:6][C:5]([CH3:9])=[CH:4][C:3]=1[OH:10].Br[CH2:12][C:13]([C:15]1[CH:20]=[CH:19][C:18]([CH3:21])=[CH:17][CH:16]=1)=[O:14]. The catalyst is CO. The product is [CH3:21][C:18]1[CH:19]=[CH:20][C:15]([C:13](=[O:14])[CH2:12][O:10][C:3]2[CH:4]=[C:5]([CH3:9])[CH:6]=[C:7]([CH3:8])[C:2]=2[CH3:1])=[CH:16][CH:17]=1. The yield is 0.750.